From a dataset of NCI-60 drug combinations with 297,098 pairs across 59 cell lines. Regression. Given two drug SMILES strings and cell line genomic features, predict the synergy score measuring deviation from expected non-interaction effect. (1) Drug 1: CN(C)C1=NC(=NC(=N1)N(C)C)N(C)C. Drug 2: CC=C1C(=O)NC(C(=O)OC2CC(=O)NC(C(=O)NC(CSSCCC=C2)C(=O)N1)C(C)C)C(C)C. Cell line: HCT-15. Synergy scores: CSS=8.07, Synergy_ZIP=3.13, Synergy_Bliss=6.39, Synergy_Loewe=2.38, Synergy_HSA=3.34. (2) Drug 1: CCC1(CC2CC(C3=C(CCN(C2)C1)C4=CC=CC=C4N3)(C5=C(C=C6C(=C5)C78CCN9C7C(C=CC9)(C(C(C8N6C)(C(=O)OC)O)OC(=O)C)CC)OC)C(=O)OC)O.OS(=O)(=O)O. Drug 2: C(CN)CNCCSP(=O)(O)O. Cell line: SR. Synergy scores: CSS=15.6, Synergy_ZIP=-0.851, Synergy_Bliss=6.67, Synergy_Loewe=-0.496, Synergy_HSA=5.37.